Regression. Given a peptide amino acid sequence and an MHC pseudo amino acid sequence, predict their binding affinity value. This is MHC class I binding data. From a dataset of Peptide-MHC class I binding affinity with 185,985 pairs from IEDB/IMGT. (1) The peptide sequence is EHYVRITGL. The MHC is HLA-A11:01 with pseudo-sequence HLA-A11:01. The binding affinity (normalized) is 0.0666. (2) The peptide sequence is AVTLNRIKIA. The MHC is HLA-A02:03 with pseudo-sequence HLA-A02:03. The binding affinity (normalized) is 0.338. (3) The peptide sequence is VNGVKGIQF. The MHC is HLA-A31:01 with pseudo-sequence HLA-A31:01. The binding affinity (normalized) is 0.0847. (4) The peptide sequence is GYMFESKSM. The MHC is HLA-A26:01 with pseudo-sequence HLA-A26:01. The binding affinity (normalized) is 0.0847. (5) The MHC is H-2-Kb with pseudo-sequence H-2-Kb. The binding affinity (normalized) is 0.167. The peptide sequence is VALQNASEI. (6) The peptide sequence is WVSLKKTNDK. The MHC is HLA-A03:01 with pseudo-sequence HLA-A03:01. The binding affinity (normalized) is 0.293. (7) The peptide sequence is VAASSLLYK. The MHC is HLA-A11:01 with pseudo-sequence HLA-A11:01. The binding affinity (normalized) is 0.786. (8) The peptide sequence is KYQSPVNIF. The MHC is HLA-A26:03 with pseudo-sequence HLA-A26:03. The binding affinity (normalized) is 0.0847.